This data is from CYP2D6 inhibition data for predicting drug metabolism from PubChem BioAssay. The task is: Regression/Classification. Given a drug SMILES string, predict its absorption, distribution, metabolism, or excretion properties. Task type varies by dataset: regression for continuous measurements (e.g., permeability, clearance, half-life) or binary classification for categorical outcomes (e.g., BBB penetration, CYP inhibition). Dataset: cyp2d6_veith. The compound is COC(=O)c1[nH]c2cc(C)ccc2c1NC(=O)CN1CCCc2ccccc21. The result is 1 (inhibitor).